Dataset: Reaction yield outcomes from USPTO patents with 853,638 reactions. Task: Predict the reaction yield, written as a fraction of the theoretical maximum amount of product (1.0 means a 100% yield; for example, 0.34 means a 34% yield). (1) The reactants are [BH4-].[Na+].[F:3][C:4]1[CH:9]=[CH:8][C:7]([CH:10]([CH3:15])[C:11](OC)=[O:12])=[CH:6][CH:5]=1. The catalyst is C1COCC1. The product is [F:3][C:4]1[CH:5]=[CH:6][C:7]([CH:10]([CH3:15])[CH2:11][OH:12])=[CH:8][CH:9]=1. The yield is 0.380. (2) The reactants are [C:1]([O:5][C:6]([N:8]1[C:16]2[C:11](=[CH:12][CH:13]=[C:14]([CH:17]=O)[CH:15]=2)[CH:10]=[C:9]1[C:19]1[CH:24]=[C:23]([C:25]2[CH:30]=[CH:29][N:28]=[CH:27][CH:26]=2)[N:22]=[N:21][C:20]=1[O:31][CH3:32])=[O:7])([CH3:4])([CH3:3])[CH3:2].[NH:33]1[CH2:38][CH2:37][CH2:36][CH2:35][CH2:34]1.C(O[BH-](OC(=O)C)OC(=O)C)(=O)C.[Na+].C([O-])(O)=O.[Na+].C(=O)=O. The catalyst is ClC(Cl)C.ClCCl.C(O)(=O)C. The product is [C:1]([O:5][C:6]([N:8]1[C:16]2[C:11](=[CH:12][CH:13]=[C:14]([CH2:17][N:33]3[CH2:38][CH2:37][CH2:36][CH2:35][CH2:34]3)[CH:15]=2)[CH:10]=[C:9]1[C:19]1[CH:24]=[C:23]([C:25]2[CH:30]=[CH:29][N:28]=[CH:27][CH:26]=2)[N:22]=[N:21][C:20]=1[O:31][CH3:32])=[O:7])([CH3:4])([CH3:2])[CH3:3]. The yield is 0.830. (3) The reactants are Cl[C:2]1[N:3]=[C:4]2[CH:12]=[CH:11][N:10]=[CH:9][C:5]2=[N:6][C:7]=1[Cl:8].CCN(C(C)C)C(C)C.[C:22]([NH2:26])([CH3:25])([CH3:24])[CH3:23].[NH4+].[Cl-]. The catalyst is C(Cl)Cl. The product is [C:22]([NH:26][C:2]1[N:3]=[C:4]2[CH:12]=[CH:11][N:10]=[CH:9][C:5]2=[N:6][C:7]=1[Cl:8])([CH3:25])([CH3:24])[CH3:23]. The yield is 0.880. (4) The reactants are [Cl:1][C:2]1[C:3]([N+:11]([O-])=O)=[C:4]([OH:10])[CH:5]=[C:6]([O:8][CH3:9])[CH:7]=1.NN. The catalyst is CCO.C(OCC)(=O)C.[Ru]. The product is [NH2:11][C:3]1[C:2]([Cl:1])=[CH:7][C:6]([O:8][CH3:9])=[CH:5][C:4]=1[OH:10]. The yield is 0.760.